Predict the reaction yield, written as a fraction of the theoretical maximum amount of product (1.0 means a 100% yield; for example, 0.34 means a 34% yield). From a dataset of Reaction yield outcomes from USPTO patents with 853,638 reactions. (1) The reactants are Cl[C:2]1[N:3]=[N:4][C:5]([Cl:10])=[CH:6][C:7]=1[O:8][CH3:9].[C:11]([O:15][C:16]([N:18]1[CH2:23][CH2:22][CH:21]([NH2:24])[CH2:20][CH2:19]1)=[O:17])([CH3:14])([CH3:13])[CH3:12].C(=O)([O-])[O-].[Cs+].[Cs+].C1C=CC(P(C2C=CC3C(=CC=CC=3)C=2C2C3C(=CC=CC=3)C=CC=2P(C2C=CC=CC=2)C2C=CC=CC=2)C2C=CC=CC=2)=CC=1. The catalyst is C1(C)C=CC=CC=1.C([O-])(=O)C.[Pd+2].C([O-])(=O)C. The product is [C:11]([O:15][C:16]([N:18]1[CH2:23][CH2:22][CH:21]([NH:24][C:2]2[N:3]=[N:4][C:5]([Cl:10])=[CH:6][C:7]=2[O:8][CH3:9])[CH2:20][CH2:19]1)=[O:17])([CH3:14])([CH3:12])[CH3:13]. The yield is 0.320. (2) The reactants are C(=O)([O-])[O-].[Cs+].[Cs+].[Br:7][C:8]1[CH:9]=[C:10]2[C:15](=[CH:16][CH:17]=1)[N:14]=[C:13]([OH:18])[N:12]=[CH:11]2.C(O)(C)(C)C.C1(C)C=CC=CC=1.CC(=O)CC.[C:36]([CH:40]1[CH2:45][CH2:44][CH:43](OS(C)(=O)=O)[CH2:42][CH2:41]1)([CH3:39])([CH3:38])[CH3:37]. No catalyst specified. The product is [Br:7][C:8]1[CH:9]=[C:10]2[C:15](=[CH:16][CH:17]=1)[N:14]=[C:13]([O:18][CH:43]1[CH2:44][CH2:45][CH:40]([C:36]([CH3:39])([CH3:38])[CH3:37])[CH2:41][CH2:42]1)[N:12]=[CH:11]2. The yield is 0.200. (3) The reactants are [OH:1][C:2]1[C:9]([N+:10]([O-:12])=[O:11])=[CH:8][C:5]([C:6]#[N:7])=[CH:4][C:3]=1I.[CH3:14]B(O)O.C(=O)([O-])[O-].[Cs+].[Cs+]. The catalyst is CN(C)C=O. The product is [OH:1][C:2]1[C:9]([N+:10]([O-:12])=[O:11])=[CH:8][C:5]([C:6]#[N:7])=[CH:4][C:3]=1[CH3:14]. The yield is 0.410. (4) The reactants are [OH:1]/[CH:2]=[C:3]1/[CH:4]2[CH2:22][C:21]3[C:16](=[CH:17][CH:18]=[CH:19][C:20]=3[C:23]#[C:24][Si](C)(C)C)[CH:5]2[N:6](C(OC(C)(C)C)=O)[C:7]/1=[O:8].O/C=C1/C2CC3C(=CC=CC=3C#C[Si](C)(C)C)C2NC/1=O.FC(F)(F)C(O)=O.[Na]. The catalyst is ClCCl. The product is [C:23]([C:20]1[CH:19]=[CH:18][CH:17]=[C:16]2[C:21]=1[CH2:22][CH:4]1[CH:5]2[NH:6][C:7](=[O:8])/[C:3]/1=[CH:2]\[OH:1])#[CH:24]. The yield is 0.720. (5) The product is [CH3:13][O:14][C:15]1[CH:20]=[C:19]([O:21][CH3:22])[CH:18]=[CH:17][C:16]=1[CH2:23][NH:24][C:2]1[CH:11]=[N:10][C:9]2[C:4](=[CH:5][CH:6]=[C:7]([CH3:12])[CH:8]=2)[N:3]=1. The yield is 0.960. The catalyst is CS(C)=O. The reactants are Cl[C:2]1[CH:11]=[N:10][C:9]2[C:4](=[CH:5][CH:6]=[C:7]([CH3:12])[CH:8]=2)[N:3]=1.[CH3:13][O:14][C:15]1[CH:20]=[C:19]([O:21][CH3:22])[CH:18]=[CH:17][C:16]=1[CH2:23][NH2:24].CCOC(C)=O. (6) The reactants are [C:1]1(B(O)O)[CH2:6][CH2:5][CH2:4][CH2:3][CH:2]=1.Br[C:11]1[CH:16]=[C:15]([C:17]2[CH2:18][CH2:19][N:20]([O:23][CH3:24])[CH2:21][CH:22]=2)[CH:14]=[CH:13][C:12]=1[NH2:25]. No catalyst specified. The product is [C:1]1([C:13]2[CH:14]=[C:15]([CH:17]3[CH2:22][CH2:21][N:20]([O:23][CH3:24])[CH2:19][CH2:18]3)[CH:16]=[CH:11][C:12]=2[NH2:25])[CH2:6][CH2:5][CH2:4][CH2:3][CH:2]=1. The yield is 0.740. (7) The reactants are C[O:2][C:3]([C:5]1[N:6](C(OC(C)(C)C)=O)[C:7]2[C:12]([CH:13]=1)=[C:11]([CH2:14][N:15]1[CH:19]=[CH:18][N:17]=[CH:16]1)[CH:10]=[CH:9][CH:8]=2)=[O:4].[OH-].[Na+].Cl. The product is [N:15]1([CH2:14][C:11]2[CH:10]=[CH:9][CH:8]=[C:7]3[C:12]=2[CH:13]=[C:5]([C:3]([OH:4])=[O:2])[NH:6]3)[CH:19]=[CH:18][N:17]=[CH:16]1. The yield is 0.270. The catalyst is C1COCC1.